This data is from Forward reaction prediction with 1.9M reactions from USPTO patents (1976-2016). The task is: Predict the product of the given reaction. (1) Given the reactants C([Li])CCC.CCCCCC.[S:12]1[CH:16]=[CH:15][N:14]2[CH:17]=[N:18][CH:19]=[C:13]12.[CH3:20][Si:21](Cl)([CH3:23])[CH3:22].[Cl-].[NH4+], predict the reaction product. The product is: [CH3:20][Si:21]([CH3:23])([CH3:22])[C:16]1[S:12][C:13]2=[CH:19][N:18]=[CH:17][N:14]2[CH:15]=1. (2) Given the reactants [N:1]1[CH:6]=[CH:5][C:4]([C:7]2[C:15]3[C:10](=[CH:11][CH:12]=[C:13]([NH:16][C:17]([CH:19]4[O:24][CH2:23][CH2:22][NH:21][CH2:20]4)=[O:18])[CH:14]=3)[NH:9][N:8]=2)=[CH:3][CH:2]=1.[F:25][C:26]1[CH:33]=[CH:32][CH:31]=[CH:30][C:27]=1[CH:28]=O.C(O[BH-](OC(=O)C)OC(=O)C)(=O)C.[Na+].[Na], predict the reaction product. The product is: [F:25][C:26]1[CH:33]=[CH:32][CH:31]=[CH:30][C:27]=1[CH2:28][N:21]1[CH2:22][CH2:23][O:24][CH:19]([C:17]([NH:16][C:13]2[CH:14]=[C:15]3[C:10](=[CH:11][CH:12]=2)[NH:9][N:8]=[C:7]3[C:4]2[CH:5]=[CH:6][N:1]=[CH:2][CH:3]=2)=[O:18])[CH2:20]1. (3) Given the reactants [I:1][C:2]1[C:10]2[C:5](=[N:6][CH:7]=[N:8][C:9]=2[NH2:11])[NH:4][N:3]=1.[H-].[Na+].[ClH:14].[Cl:15][CH2:16][C:17]1[N:18]=[C:19]2[CH:34]=[CH:33][CH:32]=[C:31]([CH3:35])[N:20]2[C:21](=[O:30])[C:22]=1[C:23]1[CH:28]=[CH:27][CH:26]=[C:25]([F:29])[CH:24]=1, predict the reaction product. The product is: [CH2:16]([Cl:15])[Cl:14].[CH3:21][OH:30].[NH4+:3].[OH-:30].[NH2:11][C:9]1[N:8]=[CH:7][N:6]=[C:5]2[N:4]([CH2:16][C:17]3[N:18]=[C:19]4[CH:34]=[CH:33][CH:32]=[C:31]([CH3:35])[N:20]4[C:21](=[O:30])[C:22]=3[C:23]3[CH:28]=[CH:27][CH:26]=[C:25]([F:29])[CH:24]=3)[N:3]=[C:2]([I:1])[C:10]=12. (4) Given the reactants [CH2:1]1[C:10]2[C:5](=[CH:6][CH:7]=[CH:8][CH:9]=2)[CH2:4][CH2:3][C:2]1=[O:11].[N+:12]([O-])([O-:14])=[O:13].[K+], predict the reaction product. The product is: [N+:12]([C:8]1[CH:9]=[C:10]2[C:5]([CH2:4][CH2:3][C:2](=[O:11])[CH2:1]2)=[CH:6][CH:7]=1)([O-:14])=[O:13].